This data is from Catalyst prediction with 721,799 reactions and 888 catalyst types from USPTO. The task is: Predict which catalyst facilitates the given reaction. (1) Reactant: [C:1]([NH:4][NH2:5])(=[O:3])[CH3:2].C([O-])(O)=O.[Na+].O1CCOCC1.[S:17]1[CH:21]=[CH:20][CH:19]=[C:18]1[C:22](Cl)=[O:23]. Product: [S:17]1[CH:21]=[CH:20][CH:19]=[C:18]1[C:22]([NH:5][NH:4][C:1](=[O:3])[CH3:2])=[O:23]. The catalyst class is: 161. (2) Reactant: [C:1](O[C:1]([O:3][C:4]([CH3:7])([CH3:6])[CH3:5])=[O:2])([O:3][C:4]([CH3:7])([CH3:6])[CH3:5])=[O:2].[Cl:16][C:17]1[CH:18]=[C:19]2[C:23](=[CH:24][CH:25]=1)[NH:22][C:21]([S:26][CH2:27][CH2:28][C:29]([O:31][C:32]([CH3:35])([CH3:34])[CH3:33])=[O:30])=[CH:20]2. Product: [C:32]([O:31][C:29](=[O:30])[CH2:28][CH2:27][S:26][C:21]1[N:22]([C:1]([O:3][C:4]([CH3:7])([CH3:6])[CH3:5])=[O:2])[C:23]2[C:19]([CH:20]=1)=[CH:18][C:17]([Cl:16])=[CH:25][CH:24]=2)([CH3:35])([CH3:34])[CH3:33]. The catalyst class is: 594. (3) Reactant: [OH-].[Li+].[Si:3]([O:10][CH2:11][CH2:12][NH:13][C:14]1[CH:19]=[CH:18][C:17]([N:20]2[CH2:25][CH2:24][C:23]3[C:26]([C:37]([O:39]CC)=[O:38])=[N:27][N:28]([C:29]4[CH:34]=[CH:33][C:32]([O:35][CH3:36])=[CH:31][CH:30]=4)[C:22]=3[C:21]2=[O:42])=[CH:16][CH:15]=1)([C:6]([CH3:9])([CH3:8])[CH3:7])([CH3:5])[CH3:4].O1CCCC1.O.Cl. Product: [Si:3]([O:10][CH2:11][CH2:12][NH:13][C:14]1[CH:15]=[CH:16][C:17]([N:20]2[CH2:25][CH2:24][C:23]3[C:26]([C:37]([OH:39])=[O:38])=[N:27][N:28]([C:29]4[CH:34]=[CH:33][C:32]([O:35][CH3:36])=[CH:31][CH:30]=4)[C:22]=3[C:21]2=[O:42])=[CH:18][CH:19]=1)([C:6]([CH3:9])([CH3:7])[CH3:8])([CH3:4])[CH3:5]. The catalyst class is: 69. (4) Reactant: CCCCCC.CC(O)C.[CH3:11][O:12][C:13]1[CH:18]=[CH:17][C:16]([NH:19][C@@H:20]([C@@H:28]([CH3:33])[C:29](=[O:32])[CH2:30]C)[C:21]([O:23][C:24](C)(C)[CH3:25])=[O:22])=[CH:15][CH:14]=1. Product: [CH3:11][O:12][C:13]1[CH:14]=[CH:15][C:16]([NH:19][C@@H:20]([C@@H:28]([CH3:33])[C:29](=[O:32])[CH3:30])[C:21]([O:23][CH2:24][CH3:25])=[O:22])=[CH:17][CH:18]=1. The catalyst class is: 22. (5) Product: [OH:38][CH2:37][C:33]1[CH:32]=[C:31]([CH2:30][CH:29]([NH:28][C:5]2[N:10]=[C:9]([N:11]3[C:16]4=[N:17][C:18]([C:22]5[CH:23]=[CH:24][CH:25]=[CH:26][CH:27]=5)=[CH:19][C:20](=[O:21])[N:15]4[CH2:14][CH2:13][CH2:12]3)[CH:8]=[CH:7][N:6]=2)[CH3:39])[CH:36]=[CH:35][CH:34]=1. The catalyst class is: 96. Reactant: CS([C:5]1[N:10]=[C:9]([N:11]2[C:16]3=[N:17][C:18]([C:22]4[CH:27]=[CH:26][CH:25]=[CH:24][CH:23]=4)=[CH:19][C:20](=[O:21])[N:15]3[CH2:14][CH2:13][CH2:12]2)[CH:8]=[CH:7][N:6]=1)(=O)=O.[NH2:28][CH:29]([CH3:39])[CH2:30][C:31]1[CH:32]=[C:33]([CH2:37][OH:38])[CH:34]=[CH:35][CH:36]=1.CN1CCOCC1. (6) Reactant: [C:1]([OH:6])(=[O:5])[C@H:2]([CH3:4])[OH:3].C(=O)([O-])[O-].[Cs+].[Cs+].Br[CH2:14][C:15]([C:17]1[CH:22]=[CH:21][C:20]([O:23][CH3:24])=[CH:19][CH:18]=1)=[O:16]. Product: [CH3:24][O:23][C:20]1[CH:21]=[CH:22][C:17]([C:15](=[O:16])[CH2:14][O:5][C:1](=[O:6])[C@@H:2]([OH:3])[CH3:4])=[CH:18][CH:19]=1. The catalyst class is: 136. (7) Reactant: [CH3:1][CH:2]1[CH2:7][CH2:6][N:5]([CH2:8][C:9]2[N:14]3[N:15]=[CH:16][N:17]=[C:13]3[N:12]=[C:11]([CH:18](C(OC)=O)C(OC)=O)[C:10]=2[C:27]2[C:32]([F:33])=[CH:31][C:30]([F:34])=[CH:29][C:28]=2[F:35])[CH2:4][CH2:3]1. Product: [CH3:18][C:11]1[C:10]([C:27]2[C:32]([F:33])=[CH:31][C:30]([F:34])=[CH:29][C:28]=2[F:35])=[C:9]([CH2:8][N:5]2[CH2:6][CH2:7][CH:2]([CH3:1])[CH2:3][CH2:4]2)[N:14]2[N:15]=[CH:16][N:17]=[C:13]2[N:12]=1. The catalyst class is: 33. (8) Reactant: NC1C=CNN=1.O/[CH:8]=[C:9]1\[C:10](=[O:18])[NH:11][C:12]2[C:17]\1=[CH:16][CH:15]=[CH:14][CH:13]=2.[NH2:19][C:20]1[CH:24]=[C:23]([C:25]2[O:26][CH:27]=[CH:28][CH:29]=2)[NH:22][N:21]=1. Product: [O:26]1[CH:27]=[CH:28][CH:29]=[C:25]1[C:23]1[NH:22][N:21]=[C:20]([NH:19][CH:8]=[C:9]2[C:17]3[C:12](=[CH:13][CH:14]=[CH:15][CH:16]=3)[NH:11][C:10]2=[O:18])[CH:24]=1. The catalyst class is: 7. (9) Reactant: C(=O)([O-])[O-].[Na+].[Na+].[CH2:7]([C:9]1[CH:14]=[CH:13][CH:12]=[C:11]([CH2:15][CH3:16])[C:10]=1B(O)O)[CH3:8].Br[C:21]1[S:22][CH:23]=[C:24]([CH3:26])[N:25]=1. The catalyst class is: 133. Product: [CH2:7]([C:9]1[CH:14]=[CH:13][CH:12]=[C:11]([CH2:15][CH3:16])[C:10]=1[C:21]1[S:22][CH:23]=[C:24]([CH3:26])[N:25]=1)[CH3:8].